This data is from Catalyst prediction with 721,799 reactions and 888 catalyst types from USPTO. The task is: Predict which catalyst facilitates the given reaction. (1) Reactant: [CH2:1]([O:3][CH2:4][CH:5]([O:10][C:11]1[CH:16]=[C:15]([F:17])[CH:14]=[CH:13][C:12]=1[NH:18][C:19]1[C:20]2[C:27]([CH3:28])=[C:26]([C:29]([OH:31])=O)[S:25][C:21]=2[N:22]=[CH:23][N:24]=1)[CH2:6][O:7][CH2:8][CH3:9])[CH3:2].C[N:33](C(ON1N=NC2C=CC=CC1=2)=[N+](C)C)C.[B-](F)(F)(F)F.CCN(C(C)C)C(C)C.N. Product: [CH2:1]([O:3][CH2:4][CH:5]([O:10][C:11]1[CH:16]=[C:15]([F:17])[CH:14]=[CH:13][C:12]=1[NH:18][C:19]1[C:20]2[C:27]([CH3:28])=[C:26]([C:29]([NH2:33])=[O:31])[S:25][C:21]=2[N:22]=[CH:23][N:24]=1)[CH2:6][O:7][CH2:8][CH3:9])[CH3:2]. The catalyst class is: 1. (2) Reactant: [Br:1][C:2]1[CH:7]=[CH:6][C:5]([OH:8])=[CH:4][C:3]=1[CH3:9].[H-].[Na+].[CH3:12][N:13]([CH3:17])[C:14](Cl)=[S:15].O. Product: [CH3:12][N:13]([CH3:17])[C:14](=[S:15])[O:8][C:5]1[CH:6]=[CH:7][C:2]([Br:1])=[C:3]([CH3:9])[CH:4]=1. The catalyst class is: 3. (3) Reactant: ClC1C=C(C=CC=1)C(OO)=[O:6].[C:12]([C@@H:14]([NH:32][C:33]([C@@H:35]1[CH2:40][CH2:39][CH2:38][CH2:37][N:36]1[C:41]([O:43][C:44]([CH3:47])([CH3:46])[CH3:45])=[O:42])=[O:34])[CH2:15][C:16]1[CH:21]=[CH:20][C:19]([C:22]2[CH:27]=[CH:26][C:25]([C:28]#[N:29])=[C:24]([S:30][CH3:31])[CH:23]=2)=[CH:18][CH:17]=1)#[N:13]. Product: [C:12]([C@@H:14]([NH:32][C:33]([C@@H:35]1[CH2:40][CH2:39][CH2:38][CH2:37][N:36]1[C:41]([O:43][C:44]([CH3:47])([CH3:46])[CH3:45])=[O:42])=[O:34])[CH2:15][C:16]1[CH:21]=[CH:20][C:19]([C:22]2[CH:27]=[CH:26][C:25]([C:28]#[N:29])=[C:24]([S:30]([CH3:31])=[O:6])[CH:23]=2)=[CH:18][CH:17]=1)#[N:13]. The catalyst class is: 2. (4) Reactant: [NH2:1][C:2]1[CH:6]=[CH:5][S:4][C:3]=1[C:7]([O:9][CH3:10])=[O:8].[F:11][C:12]1[CH:17]=[CH:16][C:15]([S:18](Cl)(=[O:20])=[O:19])=[C:14]([CH3:22])[CH:13]=1.N1C=CC=CC=1. Product: [F:11][C:12]1[CH:17]=[CH:16][C:15]([S:18]([NH:1][C:2]2[CH:6]=[CH:5][S:4][C:3]=2[C:7]([O:9][CH3:10])=[O:8])(=[O:20])=[O:19])=[C:14]([CH3:22])[CH:13]=1. The catalyst class is: 4. (5) Reactant: [Cl:1][C:2]1[CH:3]=[C:4]([CH:9]=[C:10]([Cl:29])[C:11]=1[C:12]([C:14]1[C:22]2[C:17](=[C:18]([NH:23][C:24]([CH:26]3[CH2:28][CH2:27]3)=[O:25])[N:19]=[CH:20][CH:21]=2)[NH:16][CH:15]=1)=[O:13])[C:5](OC)=[O:6].[BH4-].[Na+]. Product: [Cl:1][C:2]1[CH:3]=[C:4]([CH2:5][OH:6])[CH:9]=[C:10]([Cl:29])[C:11]=1[C:12]([C:14]1[C:22]2[C:17](=[C:18]([NH:23][C:24]([CH:26]3[CH2:28][CH2:27]3)=[O:25])[N:19]=[CH:20][CH:21]=2)[NH:16][CH:15]=1)=[O:13]. The catalyst class is: 38.